From a dataset of Catalyst prediction with 721,799 reactions and 888 catalyst types from USPTO. Predict which catalyst facilitates the given reaction. (1) Reactant: ClC(Cl)(Cl)[C:3]([C:5]1[N:14]2[C:8]([CH2:9][N:10]([C:19](=[O:28])[C:20]3[CH:25]=[CH:24][C:23]([I:26])=[C:22]([CH3:27])[CH:21]=3)[C:11]3[CH:18]=[CH:17][CH:16]=[CH:15][C:12]=3[CH2:13]2)=[CH:7][CH:6]=1)=[O:4].CS(C)=O.[NH2:35][CH2:36][C:37]1[CH:38]=[N:39][CH:40]=[CH:41][CH:42]=1. Product: [I:26][C:23]1[CH:24]=[CH:25][C:20]([C:19]([N:10]2[C:11]3[CH:18]=[CH:17][CH:16]=[CH:15][C:12]=3[CH2:13][N:14]3[C:5]([C:3]([NH:35][CH2:36][C:37]4[CH:38]=[N:39][CH:40]=[CH:41][CH:42]=4)=[O:4])=[CH:6][CH:7]=[C:8]3[CH2:9]2)=[O:28])=[CH:21][C:22]=1[CH3:27]. The catalyst class is: 10. (2) Reactant: [Cl:1][C:2]1[CH:7]=[C:6]([O:8][C:9]2[C:18]3[C:13](=[CH:14][C:15]([OH:21])=[C:16]([O:19][CH3:20])[CH:17]=3)[N:12]=[CH:11][CH:10]=2)[CH:5]=[CH:4][C:3]=1[NH:22][C:23]([NH:25][CH2:26][CH2:27][CH3:28])=[O:24].C(=O)([O-])[O-].[K+].[K+].Cl.Cl[CH2:37][C:38]1[CH:43]=[CH:42][N:41]=[CH:40][CH:39]=1.O. Product: [Cl:1][C:2]1[CH:7]=[C:6]([O:8][C:9]2[C:18]3[C:13](=[CH:14][C:15]([O:21][CH2:37][C:38]4[CH:43]=[CH:42][N:41]=[CH:40][CH:39]=4)=[C:16]([O:19][CH3:20])[CH:17]=3)[N:12]=[CH:11][CH:10]=2)[CH:5]=[CH:4][C:3]=1[NH:22][C:23]([NH:25][CH2:26][CH2:27][CH3:28])=[O:24]. The catalyst class is: 9. (3) Reactant: [O:1]1[CH:5]=[CH:4][C:3]([C:6]2[CH:7]=[C:8]3[CH2:14][C@:13]4([CH:19]5[CH2:20][CH2:21][N:16]([CH2:17][CH2:18]5)[CH2:15]4)[O:12][C:9]3=[N:10][CH:11]=2)=[CH:2]1.[Br:22]Br. Product: [Br:22][C:2]1[O:1][CH:5]=[CH:4][C:3]=1[C:6]1[CH:7]=[C:8]2[CH2:14][C@:13]3([CH:19]4[CH2:20][CH2:21][N:16]([CH2:17][CH2:18]4)[CH2:15]3)[O:12][C:9]2=[N:10][CH:11]=1. The catalyst class is: 479.